This data is from NCI-60 drug combinations with 297,098 pairs across 59 cell lines. The task is: Regression. Given two drug SMILES strings and cell line genomic features, predict the synergy score measuring deviation from expected non-interaction effect. Drug 1: C1CCC(C1)C(CC#N)N2C=C(C=N2)C3=C4C=CNC4=NC=N3. Drug 2: CC1=CC=C(C=C1)C2=CC(=NN2C3=CC=C(C=C3)S(=O)(=O)N)C(F)(F)F. Cell line: A549. Synergy scores: CSS=17.2, Synergy_ZIP=-4.78, Synergy_Bliss=2.92, Synergy_Loewe=1.16, Synergy_HSA=2.32.